This data is from Forward reaction prediction with 1.9M reactions from USPTO patents (1976-2016). The task is: Predict the product of the given reaction. (1) Given the reactants [CH:1]1([CH2:7][CH2:8][N:9]([C:17]2[CH:22]=[CH:21][CH:20]=[C:19]([CH2:23][O:24]/[N:25]=[C:26](\[C:33]3[N:37]([CH3:38])[C:36](=[O:39])[O:35][N:34]=3)/[C:27]3[CH:32]=[CH:31][CH:30]=[CH:29][CH:28]=3)[N:18]=2)C(=O)OC(C)(C)C)[CH2:6][CH2:5][CH2:4][CH2:3][CH2:2]1.FC(F)(F)C(O)=O, predict the reaction product. The product is: [CH:1]1([CH2:7][CH2:8][NH:9][C:17]2[N:18]=[C:19]([CH2:23][O:24]/[N:25]=[C:26](/[C:27]3[CH:28]=[CH:29][CH:30]=[CH:31][CH:32]=3)\[C:33]3[N:37]([CH3:38])[C:36](=[O:39])[O:35][N:34]=3)[CH:20]=[CH:21][CH:22]=2)[CH2:6][CH2:5][CH2:4][CH2:3][CH2:2]1. (2) Given the reactants [CH:1]([O:4][C:5]([N:7]1[CH2:12][CH2:11][CH:10]([O:13][N:14]=[C:15]2[CH2:20][CH2:19][N:18]([C:21]3[CH:26]=[C:25]([F:27])[C:24]([NH2:28])=[CH:23][C:22]=3[F:29])[CH2:17][CH2:16]2)[CH2:9][CH2:8]1)=[O:6])([CH3:3])[CH3:2].[O-:30][C:31]#[N:32].[K+].C(O)(=O)C, predict the reaction product. The product is: [CH:1]([O:4][C:5]([N:7]1[CH2:12][CH2:11][CH:10]([O:13][N:14]=[C:15]2[CH2:20][CH2:19][N:18]([C:21]3[CH:26]=[C:25]([F:27])[C:24]([NH:28][C:31]([NH2:32])=[O:30])=[CH:23][C:22]=3[F:29])[CH2:17][CH2:16]2)[CH2:9][CH2:8]1)=[O:6])([CH3:3])[CH3:2]. (3) Given the reactants [CH3:1][O:2][C:3]1[CH:4]=[C:5]([C:13]2[CH:14]=[C:15]3[C:20](=[C:21]([C:23]([OH:25])=O)[CH:22]=2)[O:19][CH2:18][CH:17]=[CH:16]3)[CH:6]=[C:7]([O:11][CH3:12])[C:8]=1[O:9][CH3:10].C1C=C2N=NN(O)C2=CC=1.O.C(Cl)CCl.[NH2:41][C@H:42]([CH2:53][OH:54])[CH2:43][C:44]1[C:52]2[C:47](=[CH:48][CH:49]=[CH:50][CH:51]=2)[NH:46][CH:45]=1, predict the reaction product. The product is: [OH:54][CH2:53][C@H:42]([NH:41][C:23]([C:21]1[CH:22]=[C:13]([C:5]2[CH:4]=[C:3]([O:2][CH3:1])[C:8]([O:9][CH3:10])=[C:7]([O:11][CH3:12])[CH:6]=2)[CH:14]=[C:15]2[C:20]=1[O:19][CH2:18][CH:17]=[CH:16]2)=[O:25])[CH2:43][C:44]1[C:52]2[C:47](=[CH:48][CH:49]=[CH:50][CH:51]=2)[NH:46][CH:45]=1. (4) Given the reactants [Cl:1][C:2]1[CH:7]=[CH:6][C:5]([NH:8][C:9]([CH2:11][CH:12]([C:19]2[C:23]([CH:24]3[CH2:26][CH2:25]3)=[C:22]([CH:27]3[CH2:30][CH:29]([CH2:31][C:32]([CH3:35])([CH3:34])[CH3:33])[CH2:28]3)[O:21][N:20]=2)[CH2:13][CH2:14][C:15]([O:17]C)=[O:16])=[O:10])=[C:4]([CH3:36])[CH:3]=1.Br.C([O-])(=O)C.[Na+], predict the reaction product. The product is: [Cl:1][C:2]1[CH:7]=[CH:6][C:5]([NH:8][C:9]([CH2:11][CH:12]([C:19]2[C:23]([CH:24]3[CH2:25][CH2:26]3)=[C:22]([CH:27]3[CH2:28][CH:29]([CH2:31][C:32]([CH3:34])([CH3:33])[CH3:35])[CH2:30]3)[O:21][N:20]=2)[CH2:13][CH2:14][C:15]([OH:17])=[O:16])=[O:10])=[C:4]([CH3:36])[CH:3]=1. (5) Given the reactants [N+:1]([C:4]1[CH:9]=[CH:8][C:7]([C:10]2[CH2:15][CH2:14][N:13]([C:16]([O:18][C:19]([CH3:22])([CH3:21])[CH3:20])=[O:17])[CH2:12][CH:11]=2)=[CH:6][CH:5]=1)([O-])=O, predict the reaction product. The product is: [NH2:1][C:4]1[CH:9]=[CH:8][C:7]([CH:10]2[CH2:11][CH2:12][N:13]([C:16]([O:18][C:19]([CH3:22])([CH3:21])[CH3:20])=[O:17])[CH2:14][CH2:15]2)=[CH:6][CH:5]=1. (6) Given the reactants N#N.[N+:3]([C:6]1[CH:7]=[N:8][N:9]([CH2:11][C:12]2[O:16][N:15]=[C:14]([CH:17]([OH:19])[CH3:18])[CH:13]=2)[CH:10]=1)([O-:5])=[O:4], predict the reaction product. The product is: [N+:3]([C:6]1[CH:7]=[N:8][N:9]([CH2:11][C:12]2[O:16][N:15]=[C:14]([C:17](=[O:19])[CH3:18])[CH:13]=2)[CH:10]=1)([O-:5])=[O:4]. (7) The product is: [Si:12]([O:10][CH2:9][CH2:8][CH2:7][CH2:6][OH:11])([C:15]([CH3:18])([CH3:17])[CH3:16])([CH3:14])[CH3:13]. Given the reactants N1C=CN=C1.[CH2:6]([OH:11])[CH2:7][CH2:8][CH2:9][OH:10].[Si:12](Cl)([C:15]([CH3:18])([CH3:17])[CH3:16])([CH3:14])[CH3:13].C(OCC)C, predict the reaction product. (8) Given the reactants [C:1]([C:5]1[CH:11]=[CH:10][CH:9]=[CH:8][C:6]=1[NH2:7])([CH3:4])([CH3:3])[CH3:2].[BrH:12].CS(C)=O.[OH-].[Na+], predict the reaction product. The product is: [Br:12][C:10]1[CH:9]=[CH:8][C:6]([NH2:7])=[C:5]([C:1]([CH3:4])([CH3:2])[CH3:3])[CH:11]=1.